Dataset: NCI-60 drug combinations with 297,098 pairs across 59 cell lines. Task: Regression. Given two drug SMILES strings and cell line genomic features, predict the synergy score measuring deviation from expected non-interaction effect. (1) Drug 1: CCC1=C2CN3C(=CC4=C(C3=O)COC(=O)C4(CC)O)C2=NC5=C1C=C(C=C5)O. Drug 2: C1CN(P(=O)(OC1)NCCCl)CCCl. Cell line: COLO 205. Synergy scores: CSS=31.7, Synergy_ZIP=-2.02, Synergy_Bliss=-4.17, Synergy_Loewe=-45.9, Synergy_HSA=-1.47. (2) Drug 1: CC(C)(C#N)C1=CC(=CC(=C1)CN2C=NC=N2)C(C)(C)C#N. Drug 2: C1=NC2=C(N1)C(=S)N=CN2. Cell line: K-562. Synergy scores: CSS=43.7, Synergy_ZIP=0.312, Synergy_Bliss=0.0823, Synergy_Loewe=-2.54, Synergy_HSA=1.52. (3) Drug 1: CN(C)N=NC1=C(NC=N1)C(=O)N. Drug 2: CS(=O)(=O)OCCCCOS(=O)(=O)C. Cell line: CCRF-CEM. Synergy scores: CSS=38.7, Synergy_ZIP=1.74, Synergy_Bliss=2.32, Synergy_Loewe=4.53, Synergy_HSA=7.09. (4) Drug 1: CNC(=O)C1=CC=CC=C1SC2=CC3=C(C=C2)C(=NN3)C=CC4=CC=CC=N4. Drug 2: C1=CC(=CC=C1CC(C(=O)O)N)N(CCCl)CCCl.Cl. Cell line: IGROV1. Synergy scores: CSS=10.5, Synergy_ZIP=-5.58, Synergy_Bliss=-4.73, Synergy_Loewe=-8.12, Synergy_HSA=-4.94. (5) Drug 1: CC1=C(C(=CC=C1)Cl)NC(=O)C2=CN=C(S2)NC3=CC(=NC(=N3)C)N4CCN(CC4)CCO. Drug 2: C1=CN(C=N1)CC(O)(P(=O)(O)O)P(=O)(O)O. Cell line: RXF 393. Synergy scores: CSS=17.3, Synergy_ZIP=-7.82, Synergy_Bliss=2.43, Synergy_Loewe=-5.06, Synergy_HSA=2.55. (6) Drug 1: CC12CCC3C(C1CCC2OP(=O)(O)O)CCC4=C3C=CC(=C4)OC(=O)N(CCCl)CCCl.[Na+]. Drug 2: N.N.Cl[Pt+2]Cl. Cell line: ACHN. Synergy scores: CSS=50.9, Synergy_ZIP=-1.51, Synergy_Bliss=0.282, Synergy_Loewe=-30.3, Synergy_HSA=-0.417.